Dataset: Reaction yield outcomes from USPTO patents with 853,638 reactions. Task: Predict the reaction yield, written as a fraction of the theoretical maximum amount of product (1.0 means a 100% yield; for example, 0.34 means a 34% yield). (1) The reactants are [C:1]([O:5][C:6]([NH:8][C:9]1([CH3:24])[CH2:13][CH2:12][N:11](C(OCC2C=CC=CC=2)=O)[CH2:10]1)=[O:7])([CH3:4])([CH3:3])[CH3:2]. The catalyst is CO.[Pd]. The product is [CH3:24][C:9]1([NH:8][C:6](=[O:7])[O:5][C:1]([CH3:4])([CH3:3])[CH3:2])[CH2:13][CH2:12][NH:11][CH2:10]1. The yield is 0.960. (2) The reactants are [CH3:1][C:2]([C:4]1[CH:9]=[CH:8][CH:7]=[C:6]([Br:10])[CH:5]=1)=O.C[Si]([N:15]=[C:16]=[N:17][Si](C)(C)C)(C)C. The catalyst is C(Cl)Cl.[Ti](Cl)(Cl)(Cl)Cl. The product is [Br:10][C:6]1[CH:5]=[C:4]([C:2](=[N:17][C:16]#[N:15])[CH3:1])[CH:9]=[CH:8][CH:7]=1. The yield is 1.00. (3) The reactants are [C:1]([C:3]1[CH:8]=[CH:7][CH:6]=[CH:5][C:4]=1[C:9]1[CH:14]=[CH:13][C:12]([CH2:15][C:16]2[C:17](=[O:43])[N:18]([C@H:28]3[CH2:33][CH2:32][C@H:31]([O:34][CH2:35]C(OC(C)(C)C)=O)[CH2:30][CH2:29]3)[C:19]3[N:20]([N:25]=[CH:26][CH:27]=3)[C:21]=2[CH2:22][CH2:23][CH3:24])=[CH:11][CH:10]=1)#[N:2].C[Mg]Br.[Cl-].[NH4+]. The catalyst is O1CCCC1.C(OCC)(=O)C. The product is [OH:34][C:31]([CH3:32])([CH3:30])[CH2:35][O:34][C@H:31]1[CH2:32][CH2:33][C@H:28]([N:18]2[C:17](=[O:43])[C:16]([CH2:15][C:12]3[CH:13]=[CH:14][C:9]([C:4]4[C:3]([C:1]#[N:2])=[CH:8][CH:7]=[CH:6][CH:5]=4)=[CH:10][CH:11]=3)=[C:21]([CH2:22][CH2:23][CH3:24])[N:20]3[N:25]=[CH:26][CH:27]=[C:19]23)[CH2:29][CH2:30]1. The yield is 0.910. (4) The reactants are [F:1][C:2]1[CH:7]=[CH:6][C:5]([N:8]2[C:12]([CH2:13][O:14][C:15]3[CH:23]=[CH:22][C:18]([C:19]([OH:21])=O)=[CH:17][N:16]=3)=[C:11]([CH3:24])[N:10]=[N:9]2)=[CH:4][CH:3]=1.[CH3:25][C:26]1([NH2:30])[CH2:29][O:28][CH2:27]1. No catalyst specified. The product is [F:1][C:2]1[CH:3]=[CH:4][C:5]([N:8]2[C:12]([CH2:13][O:14][C:15]3[CH:23]=[CH:22][C:18]([C:19]([NH:30][C:26]4([CH3:25])[CH2:29][O:28][CH2:27]4)=[O:21])=[CH:17][N:16]=3)=[C:11]([CH3:24])[N:10]=[N:9]2)=[CH:6][CH:7]=1. The yield is 0.910. (5) The reactants are [C:1]1([C:7]2[S:11][C:10]([C:12]([OH:14])=O)=[CH:9][CH:8]=2)[CH:6]=[CH:5][CH:4]=[CH:3][CH:2]=1.Cl.Cl.[N:17]12[CH2:25][CH2:24][CH:21]([CH2:22][CH2:23]1)[NH:20][CH2:19][CH2:18]2.O.ON1C2C=CC=CC=2N=N1.F[B-](F)(F)F.N1(OC(N(C)C)=[N+](C)C)C2C=CC=CC=2N=N1.C(N(C(C)C)CC)(C)C.[OH-].[Na+]. The catalyst is CN(C)C=O. The product is [N:17]12[CH2:25][CH2:24][CH:21]([CH2:22][CH2:23]1)[N:20]([C:12]([C:10]1[S:11][C:7]([C:1]3[CH:2]=[CH:3][CH:4]=[CH:5][CH:6]=3)=[CH:8][CH:9]=1)=[O:14])[CH2:19][CH2:18]2. The yield is 0.780.